This data is from Catalyst prediction with 721,799 reactions and 888 catalyst types from USPTO. The task is: Predict which catalyst facilitates the given reaction. The catalyst class is: 46. Product: [C:20]([O:23][CH2:24][C:25]([NH:8][C:5]1[CH:6]=[N:7][C:2]([Br:1])=[CH:3][C:4]=1[NH:9][CH:10]([CH3:12])[CH3:11])=[O:26])(=[O:22])[CH3:21]. Reactant: [Br:1][C:2]1[N:7]=[CH:6][C:5]([NH2:8])=[C:4]([NH:9][CH:10]([CH3:12])[CH3:11])[CH:3]=1.C(N(CC)CC)C.[C:20]([O:23][CH2:24][C:25](Cl)=[O:26])(=[O:22])[CH3:21].